This data is from Merck oncology drug combination screen with 23,052 pairs across 39 cell lines. The task is: Regression. Given two drug SMILES strings and cell line genomic features, predict the synergy score measuring deviation from expected non-interaction effect. Drug 1: Nc1ccn(C2OC(CO)C(O)C2(F)F)c(=O)n1. Drug 2: CS(=O)(=O)CCNCc1ccc(-c2ccc3ncnc(Nc4ccc(OCc5cccc(F)c5)c(Cl)c4)c3c2)o1. Cell line: SKOV3. Synergy scores: synergy=-7.77.